Task: Predict the reactants needed to synthesize the given product.. Dataset: Full USPTO retrosynthesis dataset with 1.9M reactions from patents (1976-2016) (1) Given the product [OH:8][CH2:7][CH:4]1[CH2:5][CH2:6][N:1]([C:18](=[O:23])[C:19]([CH3:22])([CH3:21])[CH3:20])[CH2:2][CH2:3]1, predict the reactants needed to synthesize it. The reactants are: [NH:1]1[CH2:6][CH2:5][CH:4]([CH2:7][OH:8])[CH2:3][CH2:2]1.C(N(CC)C(C)C)(C)C.[C:18](Cl)(=[O:23])[C:19]([CH3:22])([CH3:21])[CH3:20].O. (2) The reactants are: [Cl:1][C:2]1[CH:11]=[CH:10][C:5]([C:6](OC)=[O:7])=[C:4]([NH:12][C:13]2[CH:18]=[C:17]([O:19][CH2:20][O:21][CH2:22][CH2:23][Si:24]([CH3:27])([CH3:26])[CH3:25])[C:16]([O:28][CH3:29])=[CH:15][C:14]=2[N+:30]([O-])=O)[CH:3]=1.O[Li].O.C(N(CC)CC)C.O.O.Cl[Sn]Cl.CN(C(ON1N=NC2C=CC=NC1=2)=[N+](C)C)C.F[P-](F)(F)(F)(F)F. Given the product [Cl:1][C:2]1[CH:11]=[CH:10][C:5]2[C:6](=[O:7])[NH:30][C:14]3[CH:15]=[C:16]([O:28][CH3:29])[C:17]([O:19][CH2:20][O:21][CH2:22][CH2:23][Si:24]([CH3:25])([CH3:27])[CH3:26])=[CH:18][C:13]=3[NH:12][C:4]=2[CH:3]=1, predict the reactants needed to synthesize it. (3) Given the product [CH3:1][O:2][C:3](=[O:31])[C:4]1[CH:5]=[C:6]([C:14](=[O:30])[C:15]2[CH:20]=[CH:19][C:18]([N:21]([C:23]3[CH:28]=[CH:27][C:26]([Cl:29])=[CH:25][CH:24]=3)[CH3:22])=[CH:17][N:16]=2)[CH:7]=[C:8]([C:32](=[O:39])[C:33]2[CH:38]=[CH:37][CH:36]=[CH:35][CH:34]=2)[CH:9]=1, predict the reactants needed to synthesize it. The reactants are: [CH3:1][O:2][C:3](=[O:31])[C:4]1[CH:9]=[C:8]([Sn](C)(C)C)[CH:7]=[C:6]([C:14](=[O:30])[C:15]2[CH:20]=[CH:19][C:18]([N:21]([C:23]3[CH:28]=[CH:27][C:26]([Cl:29])=[CH:25][CH:24]=3)[CH3:22])=[CH:17][N:16]=2)[CH:5]=1.[C:32](Cl)(=[O:39])[C:33]1[CH:38]=[CH:37][CH:36]=[CH:35][CH:34]=1. (4) Given the product [CH:23]([NH:22][C:20]1[O:21][C:17]([C:14]2[CH:15]=[C:16]3[C:11](=[CH:12][CH:13]=2)[NH:10][CH:9]=[C:8]3[C:4]2[N:3]=[C:2]([N:40]3[CH2:41][CH2:42][N:37]([CH3:36])[C:38](=[O:43])[CH2:39]3)[CH:7]=[CH:6][N:5]=2)=[N:18][N:19]=1)([CH3:25])[CH3:24], predict the reactants needed to synthesize it. The reactants are: Cl[C:2]1[CH:7]=[CH:6][N:5]=[C:4]([C:8]2[C:16]3[C:11](=[CH:12][CH:13]=[C:14]([C:17]4[O:21][C:20]([NH:22][CH:23]([CH3:25])[CH3:24])=[N:19][N:18]=4)[CH:15]=3)[N:10](S(C3C=CC(C)=CC=3)(=O)=O)[CH:9]=2)[N:3]=1.[CH3:36][N:37]1[CH2:42][CH2:41][NH:40][CH2:39][C:38]1=[O:43].CCN(CC)CC.[OH-].[Na+]. (5) Given the product [C:1]([CH2:4][N:5]1[CH2:18][CH2:17][CH2:16][N:15]2[CH2:19][CH:20]([CH2:22][C:23]3[CH:24]=[CH:25][C:26]([N:29]=[C:34]=[S:35])=[CH:27][CH:28]=3)[CH2:21][N:8]([CH2:9][CH2:10][CH2:11][N:12]([CH2:30][C:31]([OH:33])=[O:32])[CH2:13][CH2:14]2)[CH2:7][CH2:6]1)([OH:3])=[O:2], predict the reactants needed to synthesize it. The reactants are: [C:1]([CH2:4][N:5]1[CH2:18][CH2:17][CH2:16][N:15]2[CH2:19][CH:20]([CH2:22][C:23]3[CH:28]=[CH:27][C:26]([NH2:29])=[CH:25][CH:24]=3)[CH2:21][N:8]([CH2:9][CH2:10][CH2:11][N:12]([CH2:30][C:31]([OH:33])=[O:32])[CH2:13][CH2:14]2)[CH2:7][CH2:6]1)([OH:3])=[O:2].[C:34](Cl)(Cl)=[S:35].